The task is: Predict the product of the given reaction.. This data is from Forward reaction prediction with 1.9M reactions from USPTO patents (1976-2016). (1) Given the reactants [O:1]1[C:6]2[CH:7]=[CH:8][C:9]([CH:11]=[O:12])=[CH:10][C:5]=2[NH:4][CH2:3][CH2:2]1.P1C=CC=NN=1.[CH3:19][C:20]1[CH:21]=[C:22]([CH:25]=[C:26]([CH3:28])[CH:27]=1)[CH2:23]Br, predict the reaction product. The product is: [CH3:19][C:20]1[CH:27]=[C:26]([CH:25]=[C:22]([CH3:23])[CH:21]=1)[CH2:28][N:4]1[C:5]2[CH:10]=[C:9]([CH:11]=[O:12])[CH:8]=[CH:7][C:6]=2[O:1][CH2:2][CH2:3]1. (2) Given the reactants P([O-])([O-])([O-])=O.[K+].[K+].[K+].[NH:9]1[CH:13]=[CH:12][CH:11]=[N:10]1.Br[C:15]1[CH:16]=[CH:17][C:18]2[C:19]3[N:28]([CH2:29][CH2:30][CH2:31][O:32][CH3:33])[C:27]([CH2:34][O:35][CH2:36][CH3:37])=[N:26][C:20]=3[C:21]([NH2:25])=[N:22][C:23]=2[CH:24]=1.N[C@@H]1CCCC[C@H]1N, predict the reaction product. The product is: [CH2:36]([O:35][CH2:34][C:27]1[N:28]([CH2:29][CH2:30][CH2:31][O:32][CH3:33])[C:19]2[C:18]3[CH:17]=[CH:16][C:15]([N:9]4[CH:13]=[CH:12][CH:11]=[N:10]4)=[CH:24][C:23]=3[N:22]=[C:21]([NH2:25])[C:20]=2[N:26]=1)[CH3:37]. (3) The product is: [F:1][C:2]([F:11])([F:12])[C:3]1[CH:4]=[C:5]([CH:8]=[CH:9][CH:10]=1)[CH2:6][NH:7][C:19]1[CH:20]=[N:21][CH:22]=[CH:14][C:15]=1[C:16]([OH:18])=[O:17]. Given the reactants [F:1][C:2]([F:12])([F:11])[C:3]1[CH:4]=[C:5]([CH:8]=[CH:9][CH:10]=1)[CH2:6][NH2:7].F[C:14]1[CH:22]=[N:21][CH:20]=[CH:19][C:15]=1[C:16]([OH:18])=[O:17], predict the reaction product. (4) Given the reactants [CH2:1]([C:5]1[CH:10]=[CH:9][C:8]([C:11]#[C:12][C:13]2[CH:39]=[CH:38][C:16]([C:17]([N:19]([CH2:26][C:27]3[CH:28]=[CH:29][C:30]([F:37])=[C:31]([CH:36]=3)[C:32]([O:34]C)=[O:33])[CH2:20][CH2:21][CH2:22][CH2:23][CH2:24][CH3:25])=[O:18])=[CH:15][CH:14]=2)=[CH:7][CH:6]=1)[CH2:2][CH2:3][CH3:4].[H-].[OH-].[Li+].O.Cl, predict the reaction product. The product is: [CH2:1]([C:5]1[CH:6]=[CH:7][C:8]([C:11]#[C:12][C:13]2[CH:39]=[CH:38][C:16]([C:17]([N:19]([CH2:26][C:27]3[CH:28]=[CH:29][C:30]([F:37])=[C:31]([CH:36]=3)[C:32]([OH:34])=[O:33])[CH2:20][CH2:21][CH2:22][CH2:23][CH2:24][CH3:25])=[O:18])=[CH:15][CH:14]=2)=[CH:9][CH:10]=1)[CH2:2][CH2:3][CH3:4]. (5) Given the reactants O/[CH:2]=[C:3]1\[C:4](=O)[CH2:5][CH2:6][CH2:7][CH2:8][CH2:9]\1.[NH2:11][NH2:12], predict the reaction product. The product is: [NH:11]1[C:4]2[CH2:5][CH2:6][CH2:7][CH2:8][CH2:9][C:3]=2[CH:2]=[N:12]1.